Dataset: Forward reaction prediction with 1.9M reactions from USPTO patents (1976-2016). Task: Predict the product of the given reaction. (1) Given the reactants [Cl:1][C:2]1[C:3]([F:22])=[C:4]([NH:8][C:9]2[C:18]3[C:13](=[CH:14][C:15]([O:20][CH3:21])=[C:16]([OH:19])[CH:17]=3)[N:12]=[CH:11][N:10]=2)[CH:5]=[CH:6][CH:7]=1.C1(P(C2C=CC=CC=2)C2C=CC=CC=2)C=CC=CC=1.[CH3:42][O:43][C:44]([C@H:46]1[CH2:51][C@@H:50](O)[CH2:49][CH2:48][N:47]1[C:53]([O:55][C:56]([CH3:59])([CH3:58])[CH3:57])=[O:54])=[O:45], predict the reaction product. The product is: [Cl:1][C:2]1[C:3]([F:22])=[C:4]([NH:8][C:9]2[C:18]3[C:13](=[CH:14][C:15]([O:20][CH3:21])=[C:16]([O:19][C@@H:50]4[CH2:49][CH2:48][N:47]([C:53]([O:55][C:56]([CH3:57])([CH3:58])[CH3:59])=[O:54])[C@@H:46]([C:44]([O:43][CH3:42])=[O:45])[CH2:51]4)[CH:17]=3)[N:12]=[CH:11][N:10]=2)[CH:5]=[CH:6][CH:7]=1. (2) Given the reactants [Cl:1][C:2]1[C:3]([NH:18][CH:19]2[CH2:26][CH:22]3[CH2:23][NH:24][CH2:25][CH:21]3[CH2:20]2)=[N:4][C:5]([NH:8][C:9]2[N:13]([CH3:14])[N:12]=[C:11]([CH:15]3[CH2:17][CH2:16]3)[CH:10]=2)=[N:6][CH:7]=1.[C:27]([CH2:29][C:30](O)=[O:31])#[N:28].CCN=C=NCCCN(C)C.C1C=NC2N(O)N=NC=2C=1, predict the reaction product. The product is: [Cl:1][C:2]1[C:3]([NH:18][CH:19]2[CH2:26][CH:22]3[CH2:23][N:24]([C:30](=[O:31])[CH2:29][C:27]#[N:28])[CH2:25][CH:21]3[CH2:20]2)=[N:4][C:5]([NH:8][C:9]2[N:13]([CH3:14])[N:12]=[C:11]([CH:15]3[CH2:17][CH2:16]3)[CH:10]=2)=[N:6][CH:7]=1.